Dataset: Peptide-MHC class I binding affinity with 185,985 pairs from IEDB/IMGT. Task: Regression. Given a peptide amino acid sequence and an MHC pseudo amino acid sequence, predict their binding affinity value. This is MHC class I binding data. (1) The peptide sequence is NPIQLSSYSL. The MHC is HLA-B15:01 with pseudo-sequence HLA-B15:01. The binding affinity (normalized) is 0.441. (2) The peptide sequence is SQRVEFLEY. The MHC is HLA-A68:02 with pseudo-sequence HLA-A68:02. The binding affinity (normalized) is 0.0847.